Task: Predict the product of the given reaction.. Dataset: Forward reaction prediction with 1.9M reactions from USPTO patents (1976-2016) (1) The product is: [CH3:11][O:12][C:13]1[CH:14]=[C:15]([C:2]2[CH:3]=[C:4]3[NH:10][N:9]=[CH:8][C:5]3=[N:6][CH:7]=2)[CH:16]=[C:17]([O:19][CH3:20])[CH:18]=1. Given the reactants Br[C:2]1[CH:3]=[C:4]2[NH:10][N:9]=[CH:8][C:5]2=[N:6][CH:7]=1.[CH3:11][O:12][C:13]1[CH:14]=[C:15](B(O)O)[CH:16]=[C:17]([O:19][CH3:20])[CH:18]=1.ClCCl.P([O-])([O-])([O-])=O.[K+].[K+].[K+], predict the reaction product. (2) Given the reactants O=[C:2]([C:18]1[CH:23]=[CH:22][N:21]=[CH:20][CH:19]=1)[CH2:3][C:4]1[CH:9]=[CH:8][N:7]=[C:6]([NH:10][C:11](=[O:17])[O:12][C:13]([CH3:16])([CH3:15])[CH3:14])[CH:5]=1.BrN1C(=O)CCC1=O.[C:32]([NH2:40])(=[NH:39])[C:33]1[CH:38]=[CH:37][CH:36]=[CH:35][CH:34]=1, predict the reaction product. The product is: [C:33]1([C:32]2[NH:39][C:3]([C:4]3[CH:9]=[CH:8][N:7]=[C:6]([NH:10][C:11](=[O:17])[O:12][C:13]([CH3:16])([CH3:15])[CH3:14])[CH:5]=3)=[C:2]([C:18]3[CH:23]=[CH:22][N:21]=[CH:20][CH:19]=3)[N:40]=2)[CH:38]=[CH:37][CH:36]=[CH:35][CH:34]=1. (3) Given the reactants [CH3:1][O:2][C:3]1[N:8]=[C:7]([CH2:9]O)[CH:6]=[CH:5][CH:4]=1.O=S(Cl)[Cl:13], predict the reaction product. The product is: [Cl:13][CH2:9][C:7]1[CH:6]=[CH:5][CH:4]=[C:3]([O:2][CH3:1])[N:8]=1. (4) Given the reactants [Cl:1][C:2]1[CH:10]=[CH:9][CH:8]=[CH:7][C:3]=1[CH2:4][C:5]#[N:6].C(=O)([O-])[O-].[K+].[K+].Cl[C:18]1[N:23]=[CH:22][CH:21]=[CH:20][N:19]=1, predict the reaction product. The product is: [Cl:1][C:2]1[CH:10]=[CH:9][CH:8]=[CH:7][C:3]=1[CH:4]([C:18]1[N:23]=[CH:22][CH:21]=[CH:20][N:19]=1)[C:5]#[N:6]. (5) Given the reactants [Cl:1][C:2]1[CH:3]=[C:4]2[C:8](=[CH:9][C:10]=1[Cl:11])[N:7]([CH3:12])[N:6]=[C:5]2[Sn](CCCC)(CCCC)CCCC.[C:26]([CH:28]1[CH2:33][CH2:32][N:31]([C:34](=[O:60])[C@H:35]([NH:39][C:40]([C:42]2[C:50]3[C:45](=[N:46][CH:47]=[C:48](Br)[N:49]=3)[N:44]([CH2:52][O:53][CH2:54][CH2:55][Si:56]([CH3:59])([CH3:58])[CH3:57])[CH:43]=2)=[O:41])[CH:36]2[CH2:38][CH2:37]2)[CH2:30][CH2:29]1)#[N:27], predict the reaction product. The product is: [C:26]([CH:28]1[CH2:33][CH2:32][N:31]([C:34](=[O:60])[C@H:35]([NH:39][C:40]([C:42]2[C:50]3[C:45](=[N:46][CH:47]=[C:48]([C:5]4[C:4]5[C:8](=[CH:9][C:10]([Cl:11])=[C:2]([Cl:1])[CH:3]=5)[N:7]([CH3:12])[N:6]=4)[N:49]=3)[N:44]([CH2:52][O:53][CH2:54][CH2:55][Si:56]([CH3:58])([CH3:57])[CH3:59])[CH:43]=2)=[O:41])[CH:36]2[CH2:37][CH2:38]2)[CH2:30][CH2:29]1)#[N:27]. (6) Given the reactants [C:1]12([C:11]3[N:12]=[C:13]([CH3:20])[S:14][C:15]=3[CH2:16][N:17]=[N+]=[N-])[CH2:10][CH:5]3[CH2:6][CH:7]([CH2:9][CH:3]([CH2:4]3)[CH2:2]1)[CH2:8]2.C1(P(C2C=CC=CC=2)C2C=CC=CC=2)C=CC=CC=1.O.Cl.C(OCC)(=O)C, predict the reaction product. The product is: [C:1]12([C:11]3[N:12]=[C:13]([CH3:20])[S:14][C:15]=3[CH2:16][NH2:17])[CH2:10][CH:5]3[CH2:6][CH:7]([CH2:9][CH:3]([CH2:4]3)[CH2:2]1)[CH2:8]2.